This data is from Peptide-MHC class I binding affinity with 185,985 pairs from IEDB/IMGT. The task is: Regression. Given a peptide amino acid sequence and an MHC pseudo amino acid sequence, predict their binding affinity value. This is MHC class I binding data. The peptide sequence is VYFVLTDRF. The MHC is HLA-A02:01 with pseudo-sequence HLA-A02:01. The binding affinity (normalized) is 0.0847.